From a dataset of Full USPTO retrosynthesis dataset with 1.9M reactions from patents (1976-2016). Predict the reactants needed to synthesize the given product. (1) Given the product [C:1]([O:5][C:6]([N:8]([CH2:37][CH2:38][C:39]([F:40])([F:42])[F:41])[C:9]1[C:10]2[N:11]([C:23]([C:26]3[CH:35]=[CH:34][C:29]([C:30]([OH:32])=[O:31])=[C:28]([CH3:36])[CH:27]=3)=[CH:24][N:25]=2)[CH:12]=[C:13]([O:15][C:16]2[CH:21]=[CH:20][CH:19]=[C:18]([F:22])[CH:17]=2)[CH:14]=1)=[O:7])([CH3:4])([CH3:2])[CH3:3], predict the reactants needed to synthesize it. The reactants are: [C:1]([O:5][C:6]([N:8]([CH2:37][CH2:38][C:39]([F:42])([F:41])[F:40])[C:9]1[C:10]2[N:11]([C:23]([C:26]3[CH:35]=[CH:34][C:29]([C:30]([O:32]C)=[O:31])=[C:28]([CH3:36])[CH:27]=3)=[CH:24][N:25]=2)[CH:12]=[C:13]([O:15][C:16]2[CH:21]=[CH:20][CH:19]=[C:18]([F:22])[CH:17]=2)[CH:14]=1)=[O:7])([CH3:4])([CH3:3])[CH3:2].CO.[OH-].[Li+].Cl. (2) Given the product [C:1]([O:5][C:6]([NH:8][C@@H:9]([CH2:14][CH2:15][CH:16]=[CH2:17])[C:10]([OH:12])=[O:11])=[O:7])([CH3:4])([CH3:3])[CH3:2], predict the reactants needed to synthesize it. The reactants are: [C:1]([O:5][C:6]([NH:8][C@@H:9]([CH2:14][CH2:15][CH:16]=[CH2:17])[C:10]([O:12]C)=[O:11])=[O:7])([CH3:4])([CH3:3])[CH3:2].O[Li].O.